This data is from Catalyst prediction with 721,799 reactions and 888 catalyst types from USPTO. The task is: Predict which catalyst facilitates the given reaction. (1) Reactant: [OH:1][CH2:2][C:3]1[C:4](=[O:10])[NH:5][C:6](=[O:9])[NH:7][CH:8]=1.[C:11]([OH:18])(=[O:17])/[CH:12]=[CH:13]/[C:14]([OH:16])=O.CCN=C=NC[CH2:25][CH2:26]N(C)C.C[N:31]([C:33]([O:37]N1N=NC2C=CC=CC1=2)=[N+:34]([CH3:36])C)[CH3:32].F[P-](F)(F)(F)(F)F.C(N(CC)CC)C.CN(C=[O:65])C. Product: [O:9]=[C:6]1[NH:5][C:4](=[O:10])[C:3]([CH2:2][O:1][C:14](=[O:16])/[CH:13]=[CH:12]/[C:11]([O:18][CH2:25][C:26]2[C:36](=[O:65])[NH:34][C:33](=[O:37])[NH:31][CH:32]=2)=[O:17])=[CH:8][NH:7]1. The catalyst class is: 4. (2) Reactant: [F:1][C:2]([F:9])([F:8])[C:3]([O:5]CC)=O.[C:10](#[N:12])[CH3:11].[H-].[Na+]. Product: [F:9][C:2]([F:1])([F:8])[C:3](=[O:5])[CH2:11][C:10]#[N:12]. The catalyst class is: 1. (3) Product: [CH3:1][O:2][CH2:15][C:14]([CH:13]([CH2:11][CH2:10][CH2:9][CH2:8][CH2:7][CH2:6][CH2:5][CH3:4])[C:12]#[N:22])=[O:24]. The catalyst class is: 8. Reactant: [CH3:1][O-:2].[K+].[CH3:4][C:5]1[CH:6]=[CH:7][CH:8]=[CH:9][C:10]=1[CH3:11].[C:12](#[N:22])[CH2:13][CH2:14][CH2:15]CCCCCC.Cl.[OH2:24]. (4) Reactant: [Cl:1][C:2]1[C:11]2[N:10]=[C:9]([C:12]3[N:16]([C:17]4[C:22]([Cl:23])=[CH:21][CH:20]=[CH:19][N:18]=4)[N:15]=[C:14]([C:24]([F:27])([F:26])[F:25])[CH:13]=3)[O:8][C:7](=[O:28])[C:6]=2[CH:5]=[CH:4][CH:3]=1.O.[NH2:30][NH2:31].O1CCCC1. Product: [Cl:1][C:2]1[CH:3]=[CH:4][CH:5]=[C:6]([C:7]([NH:30][NH2:31])=[O:28])[C:11]=1[NH:10][C:9]([C:12]1[N:16]([C:17]2[C:22]([Cl:23])=[CH:21][CH:20]=[CH:19][N:18]=2)[N:15]=[C:14]([C:24]([F:27])([F:26])[F:25])[CH:13]=1)=[O:8]. The catalyst class is: 6. (5) Reactant: [CH3:1][O:2][C:3]1[CH:12]=[C:11]([O:13][CH3:14])[CH:10]=[C:9]([CH3:15])[C:4]=1[C:5]([O:7][CH3:8])=[O:6].C1C(=O)N([Br:23])C(=O)C1. Product: [Br:23][CH2:15][C:9]1[CH:10]=[C:11]([O:13][CH3:14])[CH:12]=[C:3]([O:2][CH3:1])[C:4]=1[C:5]([O:7][CH3:8])=[O:6]. The catalyst class is: 53.